Dataset: Full USPTO retrosynthesis dataset with 1.9M reactions from patents (1976-2016). Task: Predict the reactants needed to synthesize the given product. Given the product [Br:2][Zn:1][CH2:7][C:8]([O:10][C:11]([CH3:14])([CH3:13])[CH3:12])=[O:9], predict the reactants needed to synthesize it. The reactants are: [Zn:1].[Br:2]CCBr.Br[CH2:7][C:8]([O:10][C:11]([CH3:14])([CH3:13])[CH3:12])=[O:9].